Dataset: Reaction yield outcomes from USPTO patents with 853,638 reactions. Task: Predict the reaction yield, written as a fraction of the theoretical maximum amount of product (1.0 means a 100% yield; for example, 0.34 means a 34% yield). The reactants are O[Li:2].O.C[O:5][C:6](=[O:46])[CH2:7][C:8]1[C:9]([CH2:14][CH2:15][C:16]2[C:21]([C:22]([F:25])([F:24])[F:23])=[CH:20][N:19]=[C:18]([NH:26][C:27]3[CH:32]=[CH:31][C:30]([CH:33]4[CH2:38][CH2:37][N:36]([C:39]([O:41][C:42]([CH3:45])([CH3:44])[CH3:43])=[O:40])[CH2:35][CH2:34]4)=[CH:29][CH:28]=3)[N:17]=2)=[N:10][CH:11]=[CH:12][CH:13]=1. The catalyst is C1COCC1.O.CO. The product is [C:42]([O:41][C:39]([N:36]1[CH2:35][CH2:34][CH:33]([C:30]2[CH:31]=[CH:32][C:27]([NH:26][C:18]3[N:17]=[C:16]([CH2:15][CH2:14][C:9]4[C:8]([CH2:7][C:6]([O-:46])=[O:5])=[CH:13][CH:12]=[CH:11][N:10]=4)[C:21]([C:22]([F:23])([F:24])[F:25])=[CH:20][N:19]=3)=[CH:28][CH:29]=2)[CH2:38][CH2:37]1)=[O:40])([CH3:45])([CH3:43])[CH3:44].[Li+:2]. The yield is 0.910.